This data is from Full USPTO retrosynthesis dataset with 1.9M reactions from patents (1976-2016). The task is: Predict the reactants needed to synthesize the given product. (1) Given the product [CH2:25]([O:18][C:17](=[O:19])[CH2:16][NH:15][C:13]([C:7]1[C:8](=[O:12])[O:9][C:10]2[C:5]([C:6]=1[OH:20])=[CH:4][CH:3]=[C:2]([Br:1])[CH:11]=2)=[O:14])[CH3:26], predict the reactants needed to synthesize it. The reactants are: [Br:1][C:2]1[CH:11]=[C:10]2[C:5]([C:6]([OH:20])=[C:7]([C:13]([NH:15][CH2:16][C:17]([OH:19])=[O:18])=[O:14])[C:8](=[O:12])[O:9]2)=[CH:4][CH:3]=1.S(Cl)(Cl)=O.[CH2:25](O)[CH3:26]. (2) The reactants are: [O:1]=[C:2]1[CH2:6][CH2:5][CH2:4][N:3]1[C:7]1[N:15]2[C:10]([CH:11]=[CH:12][CH:13]=[CH:14]2)=[CH:9][C:8]=1[CH:16]=[O:17].C[Mg+].[Br-].[CH3:21]COCC. Given the product [OH:17][CH:16]([C:8]1[CH:9]=[C:10]2[N:15]([C:7]=1[N:3]1[CH2:4][CH2:5][CH2:6][C:2]1=[O:1])[CH:14]=[CH:13][CH:12]=[CH:11]2)[CH3:21], predict the reactants needed to synthesize it. (3) Given the product [F:1][C:2]1[CH:12]=[C:11]([C:13]2[N:14]=[N:15][C:16]([O:19][CH2:20][CH:21]3[CH2:26][CH2:25][N:24]([CH2:27][C:28]([F:31])([CH3:29])[CH3:30])[CH2:23][CH2:22]3)=[CH:17][CH:18]=2)[CH:10]=[CH:9][C:3]=1[C:4]([OH:6])=[O:5], predict the reactants needed to synthesize it. The reactants are: [F:1][C:2]1[CH:12]=[C:11]([C:13]2[N:14]=[N:15][C:16]([O:19][CH2:20][CH:21]3[CH2:26][CH2:25][N:24]([CH2:27][C:28]([F:31])([CH3:30])[CH3:29])[CH2:23][CH2:22]3)=[CH:17][CH:18]=2)[CH:10]=[CH:9][C:3]=1[C:4]([O:6]CC)=[O:5].O[Li].O. (4) The reactants are: [C:1]1([N:7]2[C:15](=[O:16])[C:14]3[C:9]([C:10]4[C:11](=[CH:17][NH:18][CH:19]=4)[NH:12][CH:13]=3)=[N:8]2)[CH:6]=[CH:5][CH:4]=[CH:3][CH:2]=1.C(N(C(C)C)CC)(C)C.[CH3:29][N:30]=[C:31]=[O:32]. Given the product [CH3:29][NH:30][C:31]([N:18]1[CH:19]=[C:10]2[C:11]([NH:12][CH:13]=[C:14]3[C:15](=[O:16])[N:7]([C:1]4[CH:2]=[CH:3][CH:4]=[CH:5][CH:6]=4)[N:8]=[C:9]32)=[CH:17]1)=[O:32], predict the reactants needed to synthesize it. (5) Given the product [Cl:19][C:20]1[C:21]2[C:22](=[O:24])[O:23][CH:34]([OH:35])[C:25]=2[C:26]([F:30])=[C:27]([Cl:29])[N:28]=1, predict the reactants needed to synthesize it. The reactants are: C([Li])CCC.CCCCCC.C(NC(C)C)(C)C.[Cl:19][C:20]1[N:28]=[C:27]([Cl:29])[C:26]([F:30])=[CH:25][C:21]=1[C:22]([OH:24])=[O:23].CN([CH:34]=[O:35])C.Cl. (6) Given the product [F:11][C:8]1[CH:7]=[C:3]([C:4]([OH:6])=[O:5])[C:2]2[N:10]([CH:13]=[CH:14][N:1]=2)[CH:9]=1, predict the reactants needed to synthesize it. The reactants are: [NH2:1][C:2]1[N:10]=[CH:9][C:8]([F:11])=[CH:7][C:3]=1[C:4]([OH:6])=[O:5].Cl[CH2:13][CH:14]=O.